The task is: Binary Classification. Given a drug SMILES string, predict its activity (active/inactive) in a high-throughput screening assay against a specified biological target.. This data is from Kir2.1 potassium channel HTS with 301,493 compounds. (1) The result is 0 (inactive). The molecule is O=C(Nc1c(cccc1)C)CC1N(C(Cc2c1cccc2)(C)C)C. (2) The compound is Brc1ccc(S(=O)(=O)N\N=C(/c2ccc(NC(=O)c3oc(cc3)C)cc2)C)cc1. The result is 0 (inactive).